Dataset: Forward reaction prediction with 1.9M reactions from USPTO patents (1976-2016). Task: Predict the product of the given reaction. Given the reactants C1(P(C2CCCCC2)C2C=CC=CC=2C2C(OC)=CC=CC=2OC)CCCCC1.C(=O)([O-])[O-].[K+].[K+].[CH3:36][N:37]([CH3:54])[CH2:38][C:39]1[CH:44]=[CH:43][C:42](B2OC(C)(C)C(C)(C)O2)=[CH:41][CH:40]=1.[F:55][C:56]1[CH:57]=[CH:58][C:59]2[N:60]([CH:62]=[C:63]([C:65]([NH:67][C@H:68]3[CH2:73][CH2:72][C@@H:71]([N:74]4[C:79](=[O:80])[C:78]5[CH:81]=[C:82]([F:85])[CH:83]=[N:84][C:77]=5[N:76]([C:86]5[CH:91]=[CH:90][CH:89]=[C:88](I)[CH:87]=5)[C:75]4=[O:93])[CH2:70][CH2:69]3)=[O:66])[N:64]=2)[CH:61]=1.FC1C=CC2N(C=C(C(O)=O)N=2)C=1, predict the reaction product. The product is: [CH3:54][N:37]([CH2:38][C:39]1[CH:40]=[CH:41][C:42]([C:90]2[CH:89]=[CH:88][CH:87]=[C:86]([N:76]3[C:77]4[N:84]=[CH:83][C:82]([F:85])=[CH:81][C:78]=4[C:79](=[O:80])[N:74]([C@@H:71]4[CH2:72][CH2:73][C@H:68]([NH:67][C:65]([C:63]5[N:64]=[C:59]6[CH:58]=[CH:57][C:56]([F:55])=[CH:61][N:60]6[CH:62]=5)=[O:66])[CH2:69][CH2:70]4)[C:75]3=[O:93])[CH:91]=2)=[CH:43][CH:44]=1)[CH3:36].